From a dataset of Full USPTO retrosynthesis dataset with 1.9M reactions from patents (1976-2016). Predict the reactants needed to synthesize the given product. (1) Given the product [CH2:7]([C@@H:4]1[NH:3][C:11](=[O:12])[CH2:10][O:6][CH2:5]1)[CH3:8], predict the reactants needed to synthesize it. The reactants are: [H-].[Na+].[NH2:3][C@@H:4]([CH2:7][CH3:8])[CH2:5][OH:6].Cl[CH2:10][C:11](OCC)=[O:12].[NH4+].[Cl-]. (2) Given the product [Cl:1][C:2]1[N:7]=[N:6][C:5]([NH:8][NH:9][C:29](=[O:30])[CH2:28][C:27]2[C:18]([F:17])=[C:19]3[C:24](=[CH:25][C:26]=2[F:32])[N:23]=[CH:22][CH:21]=[CH:20]3)=[CH:4][CH:3]=1, predict the reactants needed to synthesize it. The reactants are: [Cl:1][C:2]1[N:7]=[N:6][C:5]([NH:8][NH2:9])=[CH:4][CH:3]=1.C(N(CC)CC)C.[F:17][C:18]1[C:27]([CH2:28][C:29](Cl)=[O:30])=[C:26]([F:32])[CH:25]=[C:24]2[C:19]=1[CH:20]=[CH:21][CH:22]=[N:23]2. (3) Given the product [F:13][C:10]1[CH:11]=[CH:12][C:7]([CH2:6][C:5]([NH:1][NH2:2])=[O:4])=[CH:8][CH:9]=1, predict the reactants needed to synthesize it. The reactants are: [NH2:1][NH2:2].C[O:4][C:5](=O)[CH2:6][C:7]1[CH:12]=[CH:11][C:10]([F:13])=[CH:9][CH:8]=1. (4) Given the product [OH:2][CH:3]1[CH2:4][CH2:5][N:6]([S:9]([C:12]2[CH:13]=[CH:14][C:15]([CH2:16][NH:17][C:18]([C:20]3[C:21]4[CH:28]=[N:27][N:26]([C:29]5[CH:34]=[CH:33][C:32]([F:35])=[CH:31][CH:30]=5)[C:22]=4[CH:23]=[N:24][CH:25]=3)=[O:19])=[CH:36][CH:37]=2)(=[O:11])=[O:10])[CH2:7][CH2:8]1, predict the reactants needed to synthesize it. The reactants are: C[O:2][CH:3]1[CH2:8][CH2:7][N:6]([S:9]([C:12]2[CH:37]=[CH:36][C:15]([CH2:16][NH:17][C:18]([C:20]3[C:21]4[CH:28]=[N:27][N:26]([C:29]5[CH:34]=[CH:33][C:32]([F:35])=[CH:31][CH:30]=5)[C:22]=4[CH:23]=[N:24][CH:25]=3)=[O:19])=[CH:14][CH:13]=2)(=[O:11])=[O:10])[CH2:5][CH2:4]1.B(Br)(Br)Br.